From a dataset of Full USPTO retrosynthesis dataset with 1.9M reactions from patents (1976-2016). Predict the reactants needed to synthesize the given product. Given the product [CH2:1]([S:3][C:4]1[N:5]([CH3:15])[C:6]([CH2:9][CH:10]([C:11]#[N:12])[C:13]#[N:14])=[CH:7][N:8]=1)[CH3:2], predict the reactants needed to synthesize it. The reactants are: [CH2:1]([S:3][C:4]1[N:5]([CH3:15])[C:6]([CH:9]=[C:10]([C:13]#[N:14])[C:11]#[N:12])=[CH:7][N:8]=1)[CH3:2].[BH4-].[Na+].Cl.